From a dataset of Reaction yield outcomes from USPTO patents with 853,638 reactions. Predict the reaction yield, written as a fraction of the theoretical maximum amount of product (1.0 means a 100% yield; for example, 0.34 means a 34% yield). (1) The reactants are [CH:1]1([CH2:4][CH:5]=O)[CH2:3][CH2:2]1.ClCCl.[CH2:10]([O:12][C:13]([C@H:15]1[C@@H:20]([NH2:21])[C@H:19]2[CH2:22][C@@H:16]1[CH2:17][CH2:18]2)=[O:14])[CH3:11].C(O[BH-](OC(=O)C)OC(=O)C)(=O)C.[Na+]. The catalyst is CO.C(O)(=O)C. The product is [CH2:10]([O:12][C:13]([C@H:15]1[C@@H:20]([NH:21][CH2:5][CH2:4][CH:1]2[CH2:2][CH2:3]2)[C@H:19]2[CH2:22][C@@H:16]1[CH2:17][CH2:18]2)=[O:14])[CH3:11]. The yield is 0.849. (2) The product is [Cl:1][C:2]1[CH:3]=[CH:4][C:5]([O:22][CH3:23])=[C:6]([CH:8]([NH:10][C:11]2[CH:16]=[C:15]([N:24]3[CH2:29][CH2:28][NH:27][CH2:26][CH2:25]3)[CH:14]=[CH:13][C:12]=2[S:18]([CH3:21])(=[O:20])=[O:19])[CH3:9])[CH:7]=1. The reactants are [Cl:1][C:2]1[CH:3]=[CH:4][C:5]([O:22][CH3:23])=[C:6]([CH:8]([NH:10][C:11]2[CH:16]=[C:15](F)[CH:14]=[CH:13][C:12]=2[S:18]([CH3:21])(=[O:20])=[O:19])[CH3:9])[CH:7]=1.[NH:24]1[CH2:29][CH2:28][NH:27][CH2:26][CH2:25]1.C(N(CC)C(C)C)(C)C. The catalyst is C(#N)C. The yield is 0.250. (3) The reactants are N([C:8]1[N:17]([C:18]2[CH:23]=[CH:22][CH:21]=[CH:20][CH:19]=2)[C:16]2[N:15]=[C:14]([C:24]([OH:26])=O)[CH:13]=[C:12]([CH3:27])[C:11]=2[C:10](=[O:28])[CH:9]=1)C1C=CC=CC=1.Cl.[CH3:30][NH:31][O:32][CH3:33].[CH:34]1[CH:35]=[CH:36][C:37]2N(O)N=[N:40][C:38]=2[CH:39]=1.CCN=C=NCCCN(C)C. The catalyst is C(Cl)Cl. The product is [NH:17]([C:8]1[N:40]([C:38]2[CH:39]=[CH:34][CH:35]=[CH:36][CH:37]=2)[C:16]2[N:15]=[C:14]([C:24]([N:31]([O:32][CH3:33])[CH3:30])=[O:26])[CH:13]=[C:12]([CH3:27])[C:11]=2[C:10](=[O:28])[CH:9]=1)[C:18]1[CH:19]=[CH:20][CH:21]=[CH:22][CH:23]=1. The yield is 0.590. (4) The reactants are C(O[C:6](=O)[N:7]([C:9]1[CH:17]=[C:16]2[C:12]([CH:13]=[C:14]([C:18]3[C:19]([O:25][CH3:26])=[N:20][CH:21]=[CH:22][C:23]=3[I:24])[NH:15]2)=[CH:11][CH:10]=1)C)(C)(C)C.FC(F)(F)C(O)=O. The catalyst is C(Cl)Cl. The product is [I:24][C:23]1[CH:22]=[CH:21][N:20]=[C:19]([O:25][CH3:26])[C:18]=1[C:14]1[NH:15][C:16]2[C:12]([CH:13]=1)=[CH:11][CH:10]=[C:9]([NH:7][CH3:6])[CH:17]=2. The yield is 0.920.